From a dataset of Forward reaction prediction with 1.9M reactions from USPTO patents (1976-2016). Predict the product of the given reaction. (1) Given the reactants [N:1]1[CH:2]=[CH:3][N:4]2[C:9]=1[CH:8]=[CH:7][C:6]([C:10]([OH:12])=O)=[N:5]2.[N:13]1([S:19]([C:22]2[CH:29]=[CH:28][C:25]([CH2:26][NH2:27])=[CH:24][CH:23]=2)(=[O:21])=[O:20])[CH2:18][CH2:17][CH2:16][CH2:15][CH2:14]1.C1C=CC2N(O)N=NC=2C=1.CCN=C=NCCCN(C)C.CCN(C(C)C)C(C)C, predict the reaction product. The product is: [N:13]1([S:19]([C:22]2[CH:29]=[CH:28][C:25]([CH2:26][NH:27][C:10]([C:6]3[CH:7]=[CH:8][C:9]4[N:4]([CH:3]=[CH:2][N:1]=4)[N:5]=3)=[O:12])=[CH:24][CH:23]=2)(=[O:21])=[O:20])[CH2:14][CH2:15][CH2:16][CH2:17][CH2:18]1. (2) Given the reactants Cl.[O:2]=[C:3]([C:14]1[CH:19]=[CH:18][CH:17]=[CH:16][CH:15]=1)[CH2:4][C:5](SC1C=CC=CC=1)=[NH:6].[Br:20][C:21]1[CH:27]=[C:26]([O:28][CH3:29])[CH:25]=[CH:24][C:22]=1[NH2:23], predict the reaction product. The product is: [Br:20][C:21]1[CH:27]=[C:26]([O:28][CH3:29])[CH:25]=[CH:24][C:22]=1[NH:23][C:5](=[NH:6])[CH2:4][C:3](=[O:2])[C:14]1[CH:15]=[CH:16][CH:17]=[CH:18][CH:19]=1. (3) Given the reactants [CH2:1]([N:5]1[C:13]([N:14]2[CH2:19][CH2:18][NH:17][C@@H:16]([CH3:20])[CH2:15]2)=[N:12][C:11]2[C:6]1=[N:7][C:8]([C:27]1[CH:28]=[N:29][C:30]([NH2:33])=[N:31][CH:32]=1)=[N:9][C:10]=2[N:21]1[CH2:26][CH2:25][O:24][CH2:23][CH2:22]1)[CH:2]([CH3:4])[CH3:3].C1(N=C=NC2CCCCC2)CCCCC1.ON1C2C=CC=CC=2N=N1.[OH:59][C@H:60]([CH3:65])[CH2:61][C:62](O)=[O:63], predict the reaction product. The product is: [NH2:33][C:30]1[N:31]=[CH:32][C:27]([C:8]2[N:7]=[C:6]3[C:11]([N:12]=[C:13]([N:14]4[CH2:19][CH2:18][N:17]([C:62](=[O:63])[CH2:61][C@H:60]([OH:59])[CH3:65])[C@@H:16]([CH3:20])[CH2:15]4)[N:5]3[CH2:1][CH:2]([CH3:4])[CH3:3])=[C:10]([N:21]3[CH2:26][CH2:25][O:24][CH2:23][CH2:22]3)[N:9]=2)=[CH:28][N:29]=1. (4) Given the reactants Cl[C:2]1[N:3]=[C:4]([NH:19][C:20]2[CH:25]=[CH:24][CH:23]=[CH:22][C:21]=2[S:26]([CH:29]([CH3:31])[CH3:30])(=[O:28])=[O:27])[C:5]2[CH:10]=[CH:9][N:8]([CH2:11][O:12][CH2:13][CH2:14][Si:15]([CH3:18])([CH3:17])[CH3:16])[C:6]=2[N:7]=1.Cl.[CH3:33][P:34]([C:37]1[CH:43]=[CH:42][C:40]([NH2:41])=[C:39]([O:44][CH3:45])[CH:38]=1)([CH3:36])=[O:35].CC1(C)C2C(=C(P(C3C=CC=CC=3)C3C=CC=CC=3)C=CC=2)OC2C(P(C3C=CC=CC=3)C3C=CC=CC=3)=CC=CC1=2.C(O[Na])(C)(C)C, predict the reaction product. The product is: [CH3:36][P:34]([C:37]1[CH:43]=[CH:42][C:40]([NH:41][C:2]2[N:3]=[C:4]([NH:19][C:20]3[CH:25]=[CH:24][CH:23]=[CH:22][C:21]=3[S:26]([CH:29]([CH3:31])[CH3:30])(=[O:28])=[O:27])[C:5]3[CH:10]=[CH:9][N:8]([CH2:11][O:12][CH2:13][CH2:14][Si:15]([CH3:17])([CH3:18])[CH3:16])[C:6]=3[N:7]=2)=[C:39]([O:44][CH3:45])[CH:38]=1)([CH3:33])=[O:35].